This data is from Human liver microsome stability data. The task is: Regression/Classification. Given a drug SMILES string, predict its absorption, distribution, metabolism, or excretion properties. Task type varies by dataset: regression for continuous measurements (e.g., permeability, clearance, half-life) or binary classification for categorical outcomes (e.g., BBB penetration, CYP inhibition). Dataset: hlm. (1) The compound is Clc1ccc2c(NCCCNCc3ccc(-c4ccccc4)o3)ccnc2c1. The result is 1 (stable in human liver microsomes). (2) The molecule is CC(C)CCn1nc(CCC(F)(F)F)c(O)c(C2=NS(=O)(=O)c3cc(NS(C)(=O)=O)ccc3N2)c1=O. The result is 0 (unstable in human liver microsomes). (3) The compound is CCOC(=O)NS(=O)(=O)c1sc(CC(C)C)cc1-c1cccc(Cn2ccnc2)c1. The result is 0 (unstable in human liver microsomes). (4) The molecule is c1ccc(-c2ccccc2CN(C2CCOCC2)[C@H]2CCNC2)cc1. The result is 0 (unstable in human liver microsomes). (5) The compound is COC(=O)Nc1ccc2c(c1)NC(=O)[C@H](C)CCC[C@H](N1CCN(c3c(F)ccc(Cl)c3F)C(=O)C1=O)c1cc-2ccn1. The result is 0 (unstable in human liver microsomes).